From a dataset of Full USPTO retrosynthesis dataset with 1.9M reactions from patents (1976-2016). Predict the reactants needed to synthesize the given product. (1) Given the product [OH:14][C:15]1([C:21]2[CH:26]=[CH:25][CH:24]=[CH:23][CH:22]=2)[CH2:20][CH2:19][N:18]([C:6]2[C:7]3[C:12](=[CH:11][CH:10]=[CH:9][CH:8]=3)[C:3]([C:1]#[N:2])=[CH:4][CH:5]=2)[CH2:17][CH2:16]1, predict the reactants needed to synthesize it. The reactants are: [C:1]([C:3]1[C:12]2[C:7](=[CH:8][CH:9]=[CH:10][CH:11]=2)[C:6](F)=[CH:5][CH:4]=1)#[N:2].[OH:14][C:15]1([C:21]2[CH:26]=[CH:25][CH:24]=[CH:23][CH:22]=2)[CH2:20][CH2:19][NH:18][CH2:17][CH2:16]1. (2) Given the product [OH:4][C@H:3]([C:5]1[CH:10]=[CH:9][CH:8]=[CH:7][CH:6]=1)[CH2:2][NH:1][C:16](=[O:17])[O:15][C:12]([CH3:14])([CH3:13])[CH3:11], predict the reactants needed to synthesize it. The reactants are: [NH2:1][CH2:2][C@@H:3]([C:5]1[CH:10]=[CH:9][CH:8]=[CH:7][CH:6]=1)[OH:4].[CH3:11][C:12]([O:15][C:16](=O)[O:17]C(C)(C)C)([CH3:14])[CH3:13].C(N(CC)CC)C. (3) Given the product [O:10]([C:8]1[CH:7]=[CH:6][C:3]([CH:4]=[O:5])=[C:2]([B:17]2[O:21][C:20]([CH3:23])([CH3:22])[C:19]([CH3:25])([CH3:24])[O:18]2)[CH:9]=1)[C:11]1[CH:16]=[CH:15][CH:14]=[CH:13][CH:12]=1, predict the reactants needed to synthesize it. The reactants are: Br[C:2]1[CH:9]=[C:8]([O:10][C:11]2[CH:16]=[CH:15][CH:14]=[CH:13][CH:12]=2)[CH:7]=[CH:6][C:3]=1[CH:4]=[O:5].[B:17]1([B:17]2[O:21][C:20]([CH3:23])([CH3:22])[C:19]([CH3:25])([CH3:24])[O:18]2)[O:21][C:20]([CH3:23])([CH3:22])[C:19]([CH3:25])([CH3:24])[O:18]1.CC([O-])=O.[K+]. (4) Given the product [Br:1][C:2]1[CH:3]=[C:4]2[C:15](=[CH:16][CH:17]=1)[O:14][C:7]1[C:8]([F:13])=[N:9][C:10]([Cl:12])=[CH:11][C:6]=1[C:5]2=[CH2:19], predict the reactants needed to synthesize it. The reactants are: [Br:1][C:2]1[CH:3]=[C:4]2[C:15](=[CH:16][CH:17]=1)[O:14][C:7]1[C:8]([F:13])=[N:9][C:10]([Cl:12])=[CH:11][C:6]=1[C:5]2=O.[CH3:19][Mg]Cl. (5) The reactants are: [CH3:1][O:2][C:3](=[O:32])[C@@H:4]([NH:14][C:15]([C:17]1[CH:26]=[C:25]([O:27][CH2:28][C:29](O)=[O:30])[C:24]2[C:19](=[CH:20][CH:21]=[CH:22][CH:23]=2)[N:18]=1)=[O:16])[CH2:5][CH2:6][C:7]([O:9][C:10]([CH3:13])([CH3:12])[CH3:11])=[O:8].[CH2:33](Cl)CCl.FC1C(O)=C(F)C(F)=C(F)C=1F.FC(F)(F)C(O)=O.[CH:56]1([NH:59][C:60]([C@@H:62]2[CH2:66][CH2:65][CH2:64][NH:63]2)=[O:61])[CH2:58][CH2:57]1. Given the product [CH3:1][O:2][C:3](=[O:32])[C@@H:4]([NH:14][C:15]([C:17]1[CH:26]=[C:25]([O:27][CH2:28][C:29]([N:63]2[CH2:64][CH2:65][CH2:66][C@H:62]2[C:60](=[O:61])[NH:59][CH:56]2[CH2:58][CH2:57][CH2:33]2)=[O:30])[C:24]2[C:19](=[CH:20][CH:21]=[CH:22][CH:23]=2)[N:18]=1)=[O:16])[CH2:5][CH2:6][C:7]([O:9][C:10]([CH3:13])([CH3:12])[CH3:11])=[O:8], predict the reactants needed to synthesize it.